From a dataset of Retrosynthesis with 50K atom-mapped reactions and 10 reaction types from USPTO. Predict the reactants needed to synthesize the given product. (1) Given the product COc1cc(OC)c2c(CN)ncc(C(=O)N(C)CCc3ccccn3)c2c1, predict the reactants needed to synthesize it. The reactants are: COc1cc(OC)c2c(CNC(=O)OC(C)(C)C)ncc(C(=O)N(C)CCc3ccccn3)c2c1. (2) Given the product C[C@@H](NC(=O)OC(C)(C)C)C(=O)N1CC(C#N)C1, predict the reactants needed to synthesize it. The reactants are: C[C@@H](NC(=O)OC(C)(C)C)C(=O)O.N#CC1CNC1. (3) The reactants are: Brc1cnc2c(c1)CC1(CN3CCC1CC3)O2.CCCC[Sn](CCCC)(CCCC)c1cccnc1. Given the product c1cncc(-c2cnc3c(c2)CC2(CN4CCC2CC4)O3)c1, predict the reactants needed to synthesize it. (4) Given the product O=Cc1ccc(-c2ncccc2Cl)cc1, predict the reactants needed to synthesize it. The reactants are: Clc1cccnc1Cl.O=Cc1ccc(B(O)O)cc1. (5) Given the product CCCCC1(N(C)C)CCC(=O)CC1, predict the reactants needed to synthesize it. The reactants are: CCCCC1(N(C)C)CCC2(CC1)OCCO2. (6) Given the product Cc1cnc(Nc2ccc3c(C)n(C)nc3c2)nc1NC1CC2CN(C(=O)OC(C)(C)C)CC2C1, predict the reactants needed to synthesize it. The reactants are: Cc1c2ccc(N)cc2nn1C.Cc1cnc(Cl)nc1NC1CC2CN(C(=O)OC(C)(C)C)CC2C1.